Dataset: Forward reaction prediction with 1.9M reactions from USPTO patents (1976-2016). Task: Predict the product of the given reaction. (1) Given the reactants [Cl:1][C:2]1[C:3]([C:23]2[N:27]3[CH:28]=[CH:29][CH:30]=[CH:31][C:26]3=[N:25][CH:24]=2)=[N:4][C:5]([NH:8][C:9]2[CH:14]=[CH:13][C:12]([O:15][C@@H:16]3[CH2:20][CH2:19][NH:18][CH2:17]3)=[CH:11][C:10]=2[O:21][CH3:22])=[N:6][CH:7]=1.[CH3:32][S:33](Cl)(=[O:35])=[O:34], predict the reaction product. The product is: [Cl:1][C:2]1[C:3]([C:23]2[N:27]3[CH:28]=[CH:29][CH:30]=[CH:31][C:26]3=[N:25][CH:24]=2)=[N:4][C:5]([NH:8][C:9]2[CH:14]=[CH:13][C:12]([O:15][C@@H:16]3[CH2:20][CH2:19][N:18]([S:33]([CH3:32])(=[O:35])=[O:34])[CH2:17]3)=[CH:11][C:10]=2[O:21][CH3:22])=[N:6][CH:7]=1. (2) Given the reactants Cl[C:2]1[N:3]=[C:4]([N:16]2[CH2:21][CH2:20][N:19]([CH3:22])[CH2:18][CH2:17]2)[C:5]2[O:10][C:9]3[CH:11]=[CH:12][C:13]([Cl:15])=[CH:14][C:8]=3[C:6]=2[N:7]=1.[CH3:23][O:24][C:25]1[CH:32]=[CH:31][C:28]([CH2:29][NH2:30])=[CH:27][CH:26]=1, predict the reaction product. The product is: [Cl:15][C:13]1[CH:12]=[CH:11][C:9]2[O:10][C:5]3[C:4]([N:16]4[CH2:21][CH2:20][N:19]([CH3:22])[CH2:18][CH2:17]4)=[N:3][C:2]([NH:30][CH2:29][C:28]4[CH:31]=[CH:32][C:25]([O:24][CH3:23])=[CH:26][CH:27]=4)=[N:7][C:6]=3[C:8]=2[CH:14]=1. (3) Given the reactants [CH3:1][C:2]1[CH:3]=[C:4]2[C:9](=[CH:10][CH:11]=1)[N:8]=[C:7]([C:12]#[N:13])[CH:6]=[CH:5]2.C1C(=O)N([Br:21])C(=O)C1, predict the reaction product. The product is: [Br:21][CH2:1][C:2]1[CH:3]=[C:4]2[C:9](=[CH:10][CH:11]=1)[N:8]=[C:7]([C:12]#[N:13])[CH:6]=[CH:5]2. (4) Given the reactants [CH3:1][O:2][C:3]1[CH:4]=[C:5]([S:11]([N:14]2[CH:18]=[CH:17][C:16]([CH:19]=[CH:20][CH:21]=[CH:22][C:23]([O:25][CH2:26][CH3:27])=[O:24])=[CH:15]2)(=[O:13])=[O:12])[CH:6]=[CH:7][C:8]=1[O:9][CH3:10], predict the reaction product. The product is: [CH3:1][O:2][C:3]1[CH:4]=[C:5]([S:11]([N:14]2[CH:18]=[CH:17][C:16]([CH2:19][CH2:20][CH2:21][CH2:22][C:23]([O:25][CH2:26][CH3:27])=[O:24])=[CH:15]2)(=[O:12])=[O:13])[CH:6]=[CH:7][C:8]=1[O:9][CH3:10]. (5) The product is: [C:19]1([CH:25]([C:33]2[CH:38]=[CH:37][CH:36]=[CH:35][CH:34]=2)[N:26]2[CH2:31][CH2:30][CH2:29][CH2:28][C:27]2=[CH:16][C:17]#[N:18])[CH:24]=[CH:23][CH:22]=[CH:21][CH:20]=1. Given the reactants [H-].[Na+].C1COCC1.C(OP([CH2:16][C:17]#[N:18])(=O)OCC)C.[C:19]1([CH:25]([C:33]2[CH:38]=[CH:37][CH:36]=[CH:35][CH:34]=2)[N:26]2[CH2:31][CH2:30][C:29](=O)[CH2:28][CH2:27]2)[CH:24]=[CH:23][CH:22]=[CH:21][CH:20]=1, predict the reaction product.